Dataset: NCI-60 drug combinations with 297,098 pairs across 59 cell lines. Task: Regression. Given two drug SMILES strings and cell line genomic features, predict the synergy score measuring deviation from expected non-interaction effect. (1) Drug 1: CCC1(CC2CC(C3=C(CCN(C2)C1)C4=CC=CC=C4N3)(C5=C(C=C6C(=C5)C78CCN9C7C(C=CC9)(C(C(C8N6C)(C(=O)OC)O)OC(=O)C)CC)OC)C(=O)OC)O.OS(=O)(=O)O. Drug 2: CCN(CC)CCCC(C)NC1=C2C=C(C=CC2=NC3=C1C=CC(=C3)Cl)OC. Cell line: NCI-H460. Synergy scores: CSS=3.49, Synergy_ZIP=0.110, Synergy_Bliss=2.37, Synergy_Loewe=-0.623, Synergy_HSA=-0.438. (2) Drug 1: C1CCC(C1)C(CC#N)N2C=C(C=N2)C3=C4C=CNC4=NC=N3. Drug 2: CCC1(CC2CC(C3=C(CCN(C2)C1)C4=CC=CC=C4N3)(C5=C(C=C6C(=C5)C78CCN9C7C(C=CC9)(C(C(C8N6C=O)(C(=O)OC)O)OC(=O)C)CC)OC)C(=O)OC)O.OS(=O)(=O)O. Cell line: MALME-3M. Synergy scores: CSS=24.6, Synergy_ZIP=0.456, Synergy_Bliss=5.85, Synergy_Loewe=-15.6, Synergy_HSA=2.56. (3) Drug 1: CC1C(C(CC(O1)OC2CC(CC3=C2C(=C4C(=C3O)C(=O)C5=C(C4=O)C(=CC=C5)OC)O)(C(=O)C)O)N)O.Cl. Drug 2: CC1=C(C(=O)C2=C(C1=O)N3CC4C(C3(C2COC(=O)N)OC)N4)N. Cell line: HS 578T. Synergy scores: CSS=27.8, Synergy_ZIP=4.77, Synergy_Bliss=7.77, Synergy_Loewe=3.85, Synergy_HSA=8.37. (4) Drug 1: CN1CCC(CC1)COC2=C(C=C3C(=C2)N=CN=C3NC4=C(C=C(C=C4)Br)F)OC. Drug 2: CC(C)CN1C=NC2=C1C3=CC=CC=C3N=C2N. Cell line: T-47D. Synergy scores: CSS=-4.99, Synergy_ZIP=-1.87, Synergy_Bliss=-5.52, Synergy_Loewe=-8.96, Synergy_HSA=-6.42. (5) Drug 1: CNC(=O)C1=NC=CC(=C1)OC2=CC=C(C=C2)NC(=O)NC3=CC(=C(C=C3)Cl)C(F)(F)F. Drug 2: CN1C2=C(C=C(C=C2)N(CCCl)CCCl)N=C1CCCC(=O)O.Cl. Cell line: A549. Synergy scores: CSS=-2.04, Synergy_ZIP=1.24, Synergy_Bliss=0.470, Synergy_Loewe=-1.01, Synergy_HSA=-2.10. (6) Drug 1: CS(=O)(=O)CCNCC1=CC=C(O1)C2=CC3=C(C=C2)N=CN=C3NC4=CC(=C(C=C4)OCC5=CC(=CC=C5)F)Cl. Drug 2: C1=CC=C(C(=C1)C(C2=CC=C(C=C2)Cl)C(Cl)Cl)Cl. Cell line: T-47D. Synergy scores: CSS=12.6, Synergy_ZIP=-3.27, Synergy_Bliss=0.0480, Synergy_Loewe=0.561, Synergy_HSA=-0.486. (7) Drug 1: CC12CCC3C(C1CCC2NC(=O)OCC(F)(F)F)CCC4C3(C=CC(=O)N4C)C. Drug 2: CC1=C2C(C(=O)C3(C(CC4C(C3C(C(C2(C)C)(CC1OC(=O)C(C(C5=CC=CC=C5)NC(=O)C6=CC=CC=C6)O)O)OC(=O)C7=CC=CC=C7)(CO4)OC(=O)C)O)C)OC(=O)C. Cell line: HCT116. Synergy scores: CSS=41.3, Synergy_ZIP=-0.112, Synergy_Bliss=-1.19, Synergy_Loewe=-19.0, Synergy_HSA=0.680. (8) Drug 1: C1=CC(=CC=C1CCC2=CNC3=C2C(=O)NC(=N3)N)C(=O)NC(CCC(=O)O)C(=O)O. Drug 2: CCC1(C2=C(COC1=O)C(=O)N3CC4=CC5=C(C=CC(=C5CN(C)C)O)N=C4C3=C2)O.Cl. Cell line: HOP-62. Synergy scores: CSS=54.6, Synergy_ZIP=-5.46, Synergy_Bliss=-2.94, Synergy_Loewe=-6.53, Synergy_HSA=-5.58.